This data is from Reaction yield outcomes from USPTO patents with 853,638 reactions. The task is: Predict the reaction yield, written as a fraction of the theoretical maximum amount of product (1.0 means a 100% yield; for example, 0.34 means a 34% yield). (1) The reactants are [CH3:1][O:2][C:3]1[CH:22]=[CH:21][C:6]([CH2:7][N:8]2[CH:12]=[C:11]([C:13]3[CH:18]=[CH:17][N:16]=[C:15](SC)[N:14]=3)[CH:10]=[N:9]2)=[CH:5][CH:4]=1.C1C=C(Cl)C=C(C(OO)=O)C=1.[NH2:34][C:35]1[CH:36]=[C:37]([OH:42])[CH:38]=[CH:39][C:40]=1[F:41].C([O-])([O-])=O.[K+].[K+]. The catalyst is ClCCl.CN(C=O)C.O. The product is [CH3:1][O:2][C:3]1[CH:22]=[CH:21][C:6]([CH2:7][N:8]2[CH:12]=[C:11]([C:13]3[CH:18]=[CH:17][N:16]=[C:15]([O:42][C:37]4[CH:38]=[CH:39][C:40]([F:41])=[C:35]([NH2:34])[CH:36]=4)[N:14]=3)[CH:10]=[N:9]2)=[CH:5][CH:4]=1. The yield is 0.840. (2) The reactants are FC(F)(F)C(O)=O.C(OC(=O)[NH:14][C@H:15]([CH2:32][C:33]1[CH:38]=[CH:37][C:36]([Cl:39])=[CH:35][C:34]=1[Cl:40])[C:16]([N:18]1[CH2:23][CH2:22][N:21]([C:24]2[CH:29]=[C:28]([Cl:30])[CH:27]=[CH:26][C:25]=2[CH3:31])[CH2:20][CH2:19]1)=[O:17])(C)(C)C. The catalyst is C(Cl)Cl. The product is [NH2:14][C@H:15]([CH2:32][C:33]1[CH:38]=[CH:37][C:36]([Cl:39])=[CH:35][C:34]=1[Cl:40])[C:16]([N:18]1[CH2:23][CH2:22][N:21]([C:24]2[CH:29]=[C:28]([Cl:30])[CH:27]=[CH:26][C:25]=2[CH3:31])[CH2:20][CH2:19]1)=[O:17]. The yield is 0.569. (3) The reactants are [CH3:1][O:2][C:3](=[O:25])/[CH:4]=[CH:5]/[C:6]1[CH:11]=[CH:10][C:9]([C:12]([N:14]2[CH2:20][CH2:19][CH2:18][CH2:17][C:16]3[CH:21]=[CH:22][CH:23]=[CH:24][C:15]2=3)=[O:13])=[CH:8][CH:7]=1. The catalyst is CO.[Pd]. The product is [CH3:1][O:2][C:3](=[O:25])[CH2:4][CH2:5][C:6]1[CH:7]=[CH:8][C:9]([C:12]([N:14]2[CH2:20][CH2:19][CH2:18][CH2:17][C:16]3[CH:21]=[CH:22][CH:23]=[CH:24][C:15]2=3)=[O:13])=[CH:10][CH:11]=1. The yield is 0.850. (4) The reactants are [NH:1]1[CH2:6][CH2:5][O:4][CH2:3][CH2:2]1.CO.[CH2:9]1[O:11][C@H:10]1[CH2:12]Cl.C[O-].[Na+]. The catalyst is C(O)C. The product is [O:11]1[CH:10]([CH2:12][N:1]2[CH2:6][CH2:5][O:4][CH2:3][CH2:2]2)[CH2:9]1. The yield is 0.970.